This data is from Forward reaction prediction with 1.9M reactions from USPTO patents (1976-2016). The task is: Predict the product of the given reaction. (1) Given the reactants [S:1]1[CH:5]=[CH:4][N:3]=[C:2]1[C:6]([NH:8][C@@H:9]1[CH2:14][CH2:13][CH2:12][N:11](C(OC(C)(C)C)=O)[CH2:10]1)=[O:7].Cl.CCOC(C)=O, predict the reaction product. The product is: [NH:11]1[CH2:12][CH2:13][CH2:14][C@@H:9]([NH:8][C:6]([C:2]2[S:1][CH:5]=[CH:4][N:3]=2)=[O:7])[CH2:10]1. (2) The product is: [Br:1][C:2]1[CH:7]=[C:6]([C:8]2[CH:13]=[CH:12][C:11]([CH2:14][CH3:15])=[CH:10][CH:9]=2)[C:5]([C:16]#[N:17])=[C:4]([O:29][CH:25]2[CH2:28][CH2:27][CH2:26]2)[CH:3]=1. Given the reactants [Br:1][C:2]1[CH:7]=[C:6]([C:8]2[CH:13]=[CH:12][C:11]([CH2:14][CH3:15])=[CH:10][CH:9]=2)[C:5]([C:16]#[N:17])=[C:4](F)[CH:3]=1.CC([O-])(C)C.[K+].[CH:25]1([OH:29])[CH2:28][CH2:27][CH2:26]1.Cl, predict the reaction product. (3) Given the reactants [N:1]1[CH:6]=[CH:5][CH:4]=[C:3]([C:7]2[CH:12]=[CH:11][C:10]([C:13]3[O:14][C:15]4[C:21]([C:22]([NH2:24])=[O:23])=[CH:20][CH:19]=[CH:18][C:16]=4[N:17]=3)=[CH:9][CH:8]=2)[CH:2]=1.[H][H], predict the reaction product. The product is: [NH:1]1[CH2:6][CH2:5][CH2:4][CH:3]([C:7]2[CH:12]=[CH:11][C:10]([C:13]3[O:14][C:15]4[C:21]([C:22]([NH2:24])=[O:23])=[CH:20][CH:19]=[CH:18][C:16]=4[N:17]=3)=[CH:9][CH:8]=2)[CH2:2]1. (4) The product is: [Cl:28][C:25]1[CH:26]=[CH:27][C:22]([CH:10]2[C:5]3[N:6]([CH:7]([CH3:9])[CH3:8])[C:2]([C:34]4[CH:39]=[CH:38][CH:37]=[CH:36][N:35]=4)=[N:3][C:4]=3[C:12](=[O:13])[N:11]2[C:14]2[CH:19]=[CH:18][C:17](=[O:20])[N:16]([CH3:21])[CH:15]=2)=[CH:23][CH:24]=1. Given the reactants Br[C:2]1[N:6]([CH:7]([CH3:9])[CH3:8])[C:5]2[CH:10]([C:22]3[CH:27]=[CH:26][C:25]([Cl:28])=[CH:24][CH:23]=3)[N:11]([C:14]3[CH:19]=[CH:18][C:17](=[O:20])[N:16]([CH3:21])[CH:15]=3)[C:12](=[O:13])[C:4]=2[N:3]=1.C([Sn](CCCC)(CCCC)[C:34]1[CH:39]=[CH:38][CH:37]=[CH:36][N:35]=1)CCC.[F-].[Cs+], predict the reaction product. (5) Given the reactants Cl[C:2]1[CH:3]=[CH:4][C:5]2[N:12]3[CH2:13][C@H:8]([CH2:9][CH2:10][CH2:11]3)[NH:7][C:6]=2[N:14]=1.[F:15][C:16]([F:27])([F:26])[C:17]1[CH:18]=[C:19](B(O)O)[CH:20]=[CH:21][CH:22]=1.C1(P(C2CCCCC2)C2C=CC=CC=2C2C(C(C)C)=CC(C(C)C)=CC=2C(C)C)CCCCC1.C(=O)([O-])[O-].[Cs+].[Cs+], predict the reaction product. The product is: [F:15][C:16]([F:27])([F:26])[C:17]1[CH:22]=[C:21]([C:2]2[CH:3]=[CH:4][C:5]3[N:12]4[CH2:13][C@H:8]([CH2:9][CH2:10][CH2:11]4)[NH:7][C:6]=3[N:14]=2)[CH:20]=[CH:19][CH:18]=1.